From a dataset of Experimentally validated miRNA-target interactions with 360,000+ pairs, plus equal number of negative samples. Binary Classification. Given a miRNA mature sequence and a target amino acid sequence, predict their likelihood of interaction. (1) The miRNA is hsa-miR-625-3p with sequence GACUAUAGAACUUUCCCCCUCA. The protein sequence of the target gene is MEREPAGTEEPGPPGRRRRREGRTRTVRSNLLPPPGAEDPAAGAAKGERRRRRGCAQHLADNRLKTTKYTLLSFLPKNLFEQFHRPANVYFVFIALLNFVPAVNAFQPGLALAPVLFILAITAFRDLWEDYSRHRSDHKINHLGCLVFSREEKKYVNRFWKEIHVGDFVRLRCNEIFPADILLLSSSDPDGLCHIETANLDGETNLKRRQVVRGFSELVSEFNPLTFTSVIECEKPNNDLSRFRGCIIHDNGKKAGLYKENLLLRGCTLRNTDAVVGIVIYAGHETKALLNNSGPRYKRS.... Result: 0 (no interaction). (2) The miRNA is mmu-miR-3963 with sequence UGUAUCCCACUUCUGACAC. The protein sequence of the target gene is MKSNQERSNECLPPKKREIPATSRPSEEKATALPSDNHCVEGVAWLPSTPGIRGHGGGRHGSAGTSGEHGLQGMGLHKALSAGLDYSPPSAPRSVPTANTLPTVYPPPQSGTPVSPVQYAHLSHTFQFIGSSQYSGPYAGFIPSQLISPSGNPVTSAVASAAGATTPSQRSQLEAYSTLLANMGSLSQAPGHKVEPPPQQHLSRAAGLVNPGSPPPPTQQNQYIHISSSPQSSGRATSPPPIPVHLHPHQTMIPHTLTLGPSSQVVVQYSDAGGHFVPRESTKKAESSRLQQAMQAKEVL.... Result: 0 (no interaction). (3) The miRNA is mmu-miR-380-3p with sequence UAUGUAGUAUGGUCCACAUCUU. The protein sequence of the target gene is MASVFMCGVEDLLFSGSRFVWNLTVSTLRRWYTERLRACHQVLRTWCGLQDVYQMTEGRHCQVHLLDDRRLELLVQPKLLARELLDLVASHFNLKEKEYFGITFIDDTGQQNWLQLDHRVLDHDLPKKPGPTILHFAVRFYIESISFLKDKTTVELFFLNAKACVHKGQIEVESETIFKLAAFILQEAKGDYTSDENARKDLKTLPAFPTKTLQEHPSLAYCEDRVIEHYLKIKGLTRGQAVVQYMKIVEALPTYGVHYYAVKDKQGLPWWLGISYKGIGQYDIQDKVKPRKLFQWKQLE.... Result: 0 (no interaction). (4) The miRNA is mmu-miR-935 with sequence CCCAGUUACCGCUUCCGCUACCGC. The protein sequence of the target gene is MPKNKGKGGKNRRRGKNENESEKRELVFKEDGQEYAQVIKMLGNGRLEAMCFDGVRRLCHIRGKLRKKVWINTSDIILIGLRDYQDNKADVILKYNADEARSLKAYGELPEHAKINETDTFGPGDDDEIQFDDIGDDDEDIDDI. Result: 0 (no interaction).